The task is: Predict the reactants needed to synthesize the given product.. This data is from Full USPTO retrosynthesis dataset with 1.9M reactions from patents (1976-2016). (1) Given the product [CH:8]1([C:11]#[C:12][C:13]2[O:17][N:16]=[C:15]([CH2:18][NH:21][C@@:22]([CH3:35])([C@@H:27]([OH:34])[C:28]3[CH:32]=[C:31]([CH3:33])[O:30][N:29]=3)[C:23]([O:25][CH3:26])=[O:24])[CH:14]=2)[CH2:9][CH2:10]1, predict the reactants needed to synthesize it. The reactants are: C(N(CC)CC)C.[CH:8]1([C:11]#[C:12][C:13]2[O:17][N:16]=[C:15]([CH:18]=O)[CH:14]=2)[CH2:10][CH2:9]1.Cl.[NH2:21][C@@:22]([CH3:35])([C@@H:27]([OH:34])[C:28]1[CH:32]=[C:31]([CH3:33])[O:30][N:29]=1)[C:23]([O:25][CH3:26])=[O:24].CC(O)=O.C(O[BH-](OC(=O)C)OC(=O)C)(=O)C.[Na+]. (2) Given the product [CH3:11][O:12][C:13](=[O:21])[C:14]1[CH:19]=[CH:18][C:17]([O:20][C:4]2[CH:5]=[CH:6][C:7]([CH:8]=[O:9])=[C:2]([F:1])[N:3]=2)=[CH:16][CH:15]=1, predict the reactants needed to synthesize it. The reactants are: [F:1][C:2]1[C:7]([CH:8]=[O:9])=[CH:6][CH:5]=[C:4](F)[N:3]=1.[CH3:11][O:12][C:13](=[O:21])[C:14]1[CH:19]=[CH:18][C:17]([OH:20])=[CH:16][CH:15]=1.C([O-])([O-])=O.[K+].[K+]. (3) Given the product [F:1][C:2]1[CH:3]=[C:4]([NH:11][C:23]([C:21]2[N:20]([CH2:26][C:27]3[CH:32]=[CH:31][CH:30]=[C:29]([F:33])[CH:28]=3)[C:17]3=[N:18][CH:19]=[C:14]([C:13]([F:12])([F:35])[F:34])[CH:15]=[C:16]3[CH:22]=2)=[O:24])[CH:5]=[N:6][C:7]=1[N:8]([CH3:9])[CH3:10], predict the reactants needed to synthesize it. The reactants are: [F:1][C:2]1[CH:3]=[C:4]([NH2:11])[CH:5]=[N:6][C:7]=1[N:8]([CH3:10])[CH3:9].[F:12][C:13]([F:35])([F:34])[C:14]1[CH:15]=[C:16]2[CH:22]=[C:21]([C:23](O)=[O:24])[N:20]([CH2:26][C:27]3[CH:32]=[CH:31][CH:30]=[C:29]([F:33])[CH:28]=3)[C:17]2=[N:18][CH:19]=1. (4) Given the product [OH:28][C:2]1[N:3]=[CH:4][N:5]=[C:6]([N:8]2[C:14](=[O:15])[C:13]([C:19]3[CH:20]=[N:21][CH:22]=[CH:23][CH:24]=3)=[CH:12][NH:9]2)[CH:7]=1, predict the reactants needed to synthesize it. The reactants are: Cl[C:2]1[CH:7]=[C:6]([NH:8][NH2:9])[N:5]=[CH:4][N:3]=1.CN(C)[CH:12]=[C:13]([C:19]1[CH:20]=[N:21][CH:22]=[CH:23][CH:24]=1)[C:14](OCC)=[O:15].C(O)(=[O:28])C. (5) Given the product [CH:16]1([CH2:15][O:14][C:12]2[C:11]([C:19]([F:20])([F:21])[F:22])=[CH:10][C:9]3[NH:23][C:24](=[O:43])[CH2:25][C:26]([C:28]4[CH:33]=[CH:32][CH:31]=[C:30]([C:34]5[CH:35]=[N:36][C:37]([CH:40]6[CH2:41][CH2:42]6)=[CH:38][CH:39]=5)[CH:29]=4)=[N:7][C:8]=3[CH:13]=2)[CH2:17][CH2:18]1, predict the reactants needed to synthesize it. The reactants are: C(OC(=O)[NH:7][C:8]1[CH:13]=[C:12]([O:14][CH2:15][CH:16]2[CH2:18][CH2:17]2)[C:11]([C:19]([F:22])([F:21])[F:20])=[CH:10][C:9]=1[NH:23][C:24](=[O:43])[CH2:25][C:26]([C:28]1[CH:33]=[CH:32][CH:31]=[C:30]([C:34]2[CH:35]=[N:36][C:37]([CH:40]3[CH2:42][CH2:41]3)=[CH:38][CH:39]=2)[CH:29]=1)=O)(C)(C)C.C(O)(C(F)(F)F)=O. (6) Given the product [CH3:12][O:14][C:1]([C:3]1[CH:4]=[N:5][CH:6]=[N:7][CH:8]=1)=[NH:2], predict the reactants needed to synthesize it. The reactants are: [C:1]([C:3]1[CH:4]=[N:5][CH:6]=[N:7][CH:8]=1)#[N:2].C[O-].[Na+].[C:12](O)(=[O:14])C. (7) The reactants are: [CH3:1][CH:2]1[CH2:7][NH:6][CH2:5][CH:4]([C:8]([O:10][CH3:11])=[O:9])[CH2:3]1.[F:12][C:13]1[CH:20]=[CH:19][CH:18]=[CH:17][C:14]=1[CH:15]=O.C(O[BH-](OC(=O)C)OC(=O)C)(=O)C.[Na+]. Given the product [F:12][C:13]1[CH:20]=[CH:19][CH:18]=[CH:17][C:14]=1[CH2:15][N:6]1[CH2:7][CH:2]([CH3:1])[CH2:3][CH:4]([C:8]([O:10][CH3:11])=[O:9])[CH2:5]1, predict the reactants needed to synthesize it.